This data is from Forward reaction prediction with 1.9M reactions from USPTO patents (1976-2016). The task is: Predict the product of the given reaction. (1) Given the reactants Br[C:2]1[C:3]([F:20])=[CH:4][CH:5]=[C:6]2[C:11]=1[N:10]=[C:9]([NH:12][C:13]1([CH3:17])[CH2:16][CH2:15][CH2:14]1)[N:8]([CH3:18])[C:7]2=[O:19].[CH3:21][C@@H:22]1[C:26]2[NH:27][C:28](B3OC(C)(C)C(C)(C)O3)=[CH:29][C:25]=2[C:24](=[O:39])[NH:23]1.P([O-])([O-])([O-])=O.[K+].[K+].[K+].O, predict the reaction product. The product is: [F:20][C:3]1[C:2]([C:28]2[NH:27][C:26]3[C@@H:22]([CH3:21])[NH:23][C:24](=[O:39])[C:25]=3[CH:29]=2)=[C:11]2[C:6]([C:7](=[O:19])[N:8]([CH3:18])[C:9]([NH:12][C:13]3([CH3:17])[CH2:16][CH2:15][CH2:14]3)=[N:10]2)=[CH:5][CH:4]=1. (2) The product is: [C:16]1([C:2]2[CH:3]=[CH:4][C:5]([C:13]([OH:15])=[O:14])=[N:6][C:7]=2[O:8][CH2:9][CH:10]2[CH2:12][CH2:11]2)[CH2:20][CH2:19][CH2:18][CH:17]=1. Given the reactants Br[C:2]1[CH:3]=[CH:4][C:5]([C:13]([OH:15])=[O:14])=[N:6][C:7]=1[O:8][CH2:9][CH:10]1[CH2:12][CH2:11]1.[C:16]1(B2OC(C)(C)C(C)(C)O2)[CH2:20][CH2:19][CH2:18][CH:17]=1.C(=O)([O-])[O-].[Na+].[Na+].CN(C=O)C, predict the reaction product. (3) Given the reactants [CH2:1]([O:3][C:4]1[CH:5]=[C:6]([CH:10]=[C:11]([F:22])[C:12]=1[B:13]1[O:17][C:16]([CH3:19])([CH3:18])[C:15]([CH3:21])([CH3:20])[O:14]1)[C:7]([OH:9])=O)[CH3:2].C(Cl)(=O)C(Cl)=O.[F:29][C:30]([F:39])([F:38])[C:31]1[CH:36]=[CH:35][N:34]=[C:33]([NH2:37])[CH:32]=1, predict the reaction product. The product is: [CH2:1]([O:3][C:4]1[CH:5]=[C:6]([CH:10]=[C:11]([F:22])[C:12]=1[B:13]1[O:14][C:15]([CH3:20])([CH3:21])[C:16]([CH3:19])([CH3:18])[O:17]1)[C:7]([NH:37][C:33]1[CH:32]=[C:31]([C:30]([F:38])([F:29])[F:39])[CH:36]=[CH:35][N:34]=1)=[O:9])[CH3:2]. (4) Given the reactants [CH3:1][O:2][C:3](=[O:43])[NH:4][C@H:5]([C:14](=[O:42])[NH:15][CH2:16][CH2:17][CH2:18][CH2:19][C@H:20]([N:27]([S:32]([C:35]1[CH:40]=[CH:39][C:38]([NH2:41])=[CH:37][CH:36]=1)(=[O:34])=[O:33])[CH2:28][CH:29]([CH3:31])[CH3:30])[CH2:21][O:22][P:23]([OH:26])([OH:25])=[O:24])[CH2:6][C:7]1[CH:12]=[CH:11][CH:10]=[CH:9][C:8]=1Br.C1C(C[C@H](N)C(O)=O)=CC=C([Br:56])C=1, predict the reaction product. The product is: [CH3:1][O:2][C:3](=[O:43])[NH:4][C@H:5]([C:14](=[O:42])[NH:15][CH2:16][CH2:17][CH2:18][CH2:19][C@H:20]([N:27]([S:32]([C:35]1[CH:40]=[CH:39][C:38]([NH2:41])=[CH:37][CH:36]=1)(=[O:33])=[O:34])[CH2:28][CH:29]([CH3:30])[CH3:31])[CH2:21][O:22][P:23]([OH:26])([OH:25])=[O:24])[CH2:6][C:7]1[CH:12]=[CH:11][C:10]([Br:56])=[CH:9][CH:8]=1. (5) Given the reactants [Li]CCCC.CCCCCC.[Cl:12][C:13]1[CH:14]=[C:15]2[C:19](=[CH:20][C:21]=1[F:22])[NH:18][CH:17]=[CH:16]2.CC([O-])(C)C.[K+].[C:29](=[O:31])=[O:30], predict the reaction product. The product is: [Cl:12][C:13]1[CH:14]=[C:15]2[C:19](=[C:20]([C:29]([OH:31])=[O:30])[C:21]=1[F:22])[NH:18][CH:17]=[CH:16]2. (6) Given the reactants [Sn](Cl)(Cl)(Cl)Cl.[F:6][C:7]1[CH:12]=[CH:11][C:10]([NH:13][NH2:14])=[CH:9][C:8]=1[C:15]#[N:16].[F:17][C:18]([F:26])([F:25])[C:19](=O)[CH2:20][C:21](=O)[CH3:22], predict the reaction product. The product is: [F:6][C:7]1[CH:12]=[CH:11][C:10]([N:13]2[C:21]([CH3:22])=[CH:20][C:19]([C:18]([F:26])([F:25])[F:17])=[N:14]2)=[CH:9][C:8]=1[C:15]#[N:16].